Dataset: Forward reaction prediction with 1.9M reactions from USPTO patents (1976-2016). Task: Predict the product of the given reaction. (1) Given the reactants Cl[C:2]([O:4][CH2:5][C:6]1[CH:11]=[CH:10][CH:9]=[CH:8][CH:7]=1)=[O:3].[NH:12]1[CH2:16][CH2:15][C@@H:14]([NH:17][C:18](=[O:24])[O:19][C:20]([CH3:23])([CH3:22])[CH3:21])[CH2:13]1.[CH2:25](N(CC)CC)C.[H-].[Na+].CI, predict the reaction product. The product is: [C:20]([O:19][C:18]([N:17]([CH3:25])[C@@H:14]1[CH2:15][CH2:16][N:12]([C:2]([O:4][CH2:5][C:6]2[CH:11]=[CH:10][CH:9]=[CH:8][CH:7]=2)=[O:3])[CH2:13]1)=[O:24])([CH3:21])([CH3:23])[CH3:22]. (2) Given the reactants [Cl:1][C:2]1[CH:7]=[CH:6][C:5]([N:8]2[CH2:13][CH2:12][NH:11][CH2:10][CH2:9]2)=[CH:4][C:3]=1[N+:14]([O-:16])=[O:15].Br[CH2:18][CH2:19][CH3:20], predict the reaction product. The product is: [Cl:1][C:2]1[CH:7]=[CH:6][C:5]([N:8]2[CH2:13][CH2:12][N:11]([CH2:18][CH2:19][CH3:20])[CH2:10][CH2:9]2)=[CH:4][C:3]=1[N+:14]([O-:16])=[O:15]. (3) Given the reactants [CH2:1]([O:3][C:4]([N:6]1[CH2:12][CH2:11][C:10]2[CH:13]=[C:14]([OH:17])[CH:15]=[CH:16][C:9]=2[CH2:8][CH2:7]1)=[O:5])[CH3:2].C(O)(C(F)(F)F)=O.C1C(=O)N([I:32])C(=O)C1, predict the reaction product. The product is: [CH2:1]([O:3][C:4]([N:6]1[CH2:12][CH2:11][C:10]2[CH:13]=[C:14]([OH:17])[C:15]([I:32])=[CH:16][C:9]=2[CH2:8][CH2:7]1)=[O:5])[CH3:2]. (4) Given the reactants [CH2:1]([O:3][C:4]([C:6]1[CH:10]=[C:9]([C:11]2[CH:16]=[CH:15][C:14]([F:17])=[CH:13][CH:12]=2)[N:8]([CH3:18])[N:7]=1)=[O:5])[CH3:2].[I:19]I.[N+]([O-])([O-])=O.[NH4+].[Ce], predict the reaction product. The product is: [CH2:1]([O:3][C:4]([C:6]1[C:10]([I:19])=[C:9]([C:11]2[CH:16]=[CH:15][C:14]([F:17])=[CH:13][CH:12]=2)[N:8]([CH3:18])[N:7]=1)=[O:5])[CH3:2]. (5) Given the reactants [Cl:1][C:2]1[CH:7]=[CH:6][C:5]([C:8]([N:18]2[C:26]3[C:21](=[C:22]([NH:27][S:28]([CH3:31])(=[O:30])=[O:29])[CH:23]=[CH:24][CH:25]=3)[CH:20]=[CH:19]2)([CH2:16][CH3:17])[C:9]([NH:11][C:12](=[N:14]O)[CH3:13])=[O:10])=[CH:4][CH:3]=1, predict the reaction product. The product is: [Cl:1][C:2]1[CH:7]=[CH:6][C:5]([C:8]([N:18]2[C:26]3[C:21](=[C:22]([NH:27][S:28]([CH3:31])(=[O:29])=[O:30])[CH:23]=[CH:24][CH:25]=3)[CH:20]=[CH:19]2)([C:9]2[O:10][N:14]=[C:12]([CH3:13])[N:11]=2)[CH2:16][CH3:17])=[CH:4][CH:3]=1.